This data is from Forward reaction prediction with 1.9M reactions from USPTO patents (1976-2016). The task is: Predict the product of the given reaction. (1) Given the reactants [C:1]([O:5][C:6](=[O:21])[CH2:7][CH2:8][NH:9][C:10]1[CH:15]=[CH:14][C:13]([C:16]([F:19])([F:18])[F:17])=[C:12]([Cl:20])[CH:11]=1)([CH3:4])([CH3:3])[CH3:2].Br[CH2:23][C:24]([O:26][CH3:27])=[O:25], predict the reaction product. The product is: [C:1]([O:5][C:6](=[O:21])[CH2:7][CH2:8][N:9]([C:10]1[CH:15]=[CH:14][C:13]([C:16]([F:18])([F:19])[F:17])=[C:12]([Cl:20])[CH:11]=1)[CH2:23][C:24]([O:26][CH3:27])=[O:25])([CH3:4])([CH3:2])[CH3:3]. (2) Given the reactants C([O:3][C:4](=[O:38])[CH2:5][CH2:6][CH2:7][CH2:8][CH2:9][O:10][C:11]1[CH:16]=[CH:15][C:14]([C:17]([CH2:35][CH3:36])([C:20]2[CH:25]=[CH:24][C:23](/[CH:26]=[CH:27]/[C:28]3([OH:33])[CH2:32][CH2:31][CH2:30][CH2:29]3)=[C:22]([CH3:34])[CH:21]=2)[CH2:18][CH3:19])=[CH:13][C:12]=1[CH3:37])C.[OH-].[K+].Cl, predict the reaction product. The product is: [CH2:18]([C:17]([C:14]1[CH:15]=[CH:16][C:11]([O:10][CH2:9][CH2:8][CH2:7][CH2:6][CH2:5][C:4]([OH:38])=[O:3])=[C:12]([CH3:37])[CH:13]=1)([C:20]1[CH:25]=[CH:24][C:23](/[CH:26]=[CH:27]/[C:28]2([OH:33])[CH2:29][CH2:30][CH2:31][CH2:32]2)=[C:22]([CH3:34])[CH:21]=1)[CH2:35][CH3:36])[CH3:19]. (3) Given the reactants [C:1]([O:5][C:6]([C:8]1[CH:17]=[CH:16][C:11]([C:12]([O:14]C)=[O:13])=[CH:10][N:9]=1)=[O:7])([CH3:4])([CH3:3])[CH3:2].[OH-].[Na+], predict the reaction product. The product is: [C:1]([O:5][C:6]([C:8]1[CH:17]=[CH:16][C:11]([C:12]([OH:14])=[O:13])=[CH:10][N:9]=1)=[O:7])([CH3:4])([CH3:2])[CH3:3]. (4) The product is: [N:1]1([CH2:7][CH2:8][C:9]2[C:17]3[C:12](=[CH:13][CH:14]=[CH:15][CH:16]=3)[NH:11][CH:10]=2)[CH2:5][CH2:4][CH2:3][CH2:2]1. Given the reactants [NH:1]1[CH2:5][CH2:4][CH2:3][CH2:2]1.Br[CH2:7][CH2:8][C:9]1[C:17]2[C:12](=[CH:13][CH:14]=[CH:15][CH:16]=2)[NH:11][CH:10]=1, predict the reaction product. (5) Given the reactants Br[C:2]1[C:11]([NH:12][C:13](=[O:26])[C:14](=[O:25])[CH2:15][C:16]([CH3:24])([C:18]2[CH:23]=[CH:22][CH:21]=[CH:20][CH:19]=2)[CH3:17])=[CH:10][CH:9]=[C:8]2[C:3]=1[CH2:4][O:5][C:6]2=[O:7].N[C:28]1C=C2C(=C[CH:37]=1)C(=O)OC2.C1(C2(CC(=O)C(O)=O)CCCC2)C=CC=CC=1, predict the reaction product. The product is: [C:18]1([C:16]2([CH2:15][C:14](=[O:25])[C:13]([NH:12][C:11]3[CH:2]=[C:3]4[C:8](=[CH:9][CH:10]=3)[C:6](=[O:7])[O:5][CH2:4]4)=[O:26])[CH2:24][CH2:37][CH2:28][CH2:17]2)[CH:23]=[CH:22][CH:21]=[CH:20][CH:19]=1. (6) Given the reactants [CH3:1][O:2][C:3]1[CH:4]=[C:5]([NH2:15])[CH:6]=[CH:7][C:8]=1[N:9]1[CH:13]=[C:12]([CH3:14])[N:11]=[CH:10]1.[Cl:16][C:17]1[CH:22]=[C:21]([C:23]([F:26])([F:25])[F:24])[CH:20]=[C:19](Cl)[N:18]=1, predict the reaction product. The product is: [Cl:16][C:17]1[N:18]=[C:19]([NH:15][C:5]2[CH:6]=[CH:7][C:8]([N:9]3[CH:13]=[C:12]([CH3:14])[N:11]=[CH:10]3)=[C:3]([O:2][CH3:1])[CH:4]=2)[CH:20]=[C:21]([C:23]([F:26])([F:24])[F:25])[CH:22]=1.